Dataset: Catalyst prediction with 721,799 reactions and 888 catalyst types from USPTO. Task: Predict which catalyst facilitates the given reaction. (1) Reactant: C([Li])CCC.[CH2:6]([N:8]1[CH:12]=[N:11][CH:10]=[N:9]1)[CH3:7].CN(C)[C:15](=[O:17])[CH3:16]. Product: [CH2:6]([N:8]1[C:12]([C:15](=[O:17])[CH3:16])=[N:11][CH:10]=[N:9]1)[CH3:7]. The catalyst class is: 1. (2) Reactant: C(O[C:4](=[O:26])[C:5](=[N:10][N:11]([CH:20]1[CH2:25][CH2:24][CH2:23][CH2:22][CH2:21]1)[C:12](=[O:19])[CH2:13][C:14]([O:16]CC)=O)[C:6]([CH3:9])([CH3:8])[CH3:7])C.C1CCN2C(=[N:31]CCC2)CC1.C(C(C(Cl)=O)C(Cl)=O)C.Cl.CC[O:50][C:51]([CH3:53])=[O:52]. Product: [CH:20]1([N:11]2[C:12](=[O:19])[C:13]([C:14]([NH:31][CH2:53][C:51]([OH:50])=[O:52])=[O:16])=[C:4]([OH:26])[C:5]([C:6]([CH3:9])([CH3:8])[CH3:7])=[N:10]2)[CH2:21][CH2:22][CH2:23][CH2:24][CH2:25]1. The catalyst class is: 30.